This data is from Reaction yield outcomes from USPTO patents with 853,638 reactions. The task is: Predict the reaction yield, written as a fraction of the theoretical maximum amount of product (1.0 means a 100% yield; for example, 0.34 means a 34% yield). (1) The reactants are C(Cl)(=O)C(Cl)=O.CS(C)=O.[CH3:11][C:12]1[S:13][C:14]2[C:20]([CH2:21][OH:22])=[CH:19][CH:18]=[CH:17][C:15]=2[N:16]=1.C(N(CC)CC)C.[Cl-].[NH4+]. The catalyst is ClCCl. The product is [CH3:11][C:12]1[S:13][C:14]2[C:20]([CH:21]=[O:22])=[CH:19][CH:18]=[CH:17][C:15]=2[N:16]=1. The yield is 0.900. (2) The reactants are [Cl:1][C:2]1[CH:11]=[CH:10][C:5]([C:6]([NH:8][NH2:9])=[O:7])=[CH:4][CH:3]=1.[Cl:12][C:13]1[C:14]([CH3:29])=[C:15]([NH:21][C@H:22]([C@H:26]([OH:28])[CH3:27])[C:23](O)=[O:24])[CH:16]=[CH:17][C:18]=1[C:19]#[N:20]. No catalyst specified. The product is [Cl:1][C:2]1[CH:11]=[CH:10][C:5]([C:6]([NH:8][NH:9][C:23](=[O:24])[C@H:22]([NH:21][C:15]2[CH:16]=[CH:17][C:18]([C:19]#[N:20])=[C:13]([Cl:12])[C:14]=2[CH3:29])[C@H:26]([OH:28])[CH3:27])=[O:7])=[CH:4][CH:3]=1. The yield is 0.930.